From a dataset of Catalyst prediction with 721,799 reactions and 888 catalyst types from USPTO. Predict which catalyst facilitates the given reaction. (1) Reactant: [Li+].C[Si]([N-][Si](C)(C)C)(C)C.[CH3:11][O:12][C:13]([CH:15]1[CH2:19][C:18](=[O:20])[N:17]([C:21]2[C:26]([CH3:27])=[CH:25][CH:24]=[CH:23][C:22]=2[CH3:28])[CH2:16]1)=[O:14].Br[CH2:30][C:31]([CH3:33])=[CH2:32].[NH4+].[Cl-]. Product: [CH3:11][O:12][C:13]([C:15]1([CH2:32][C:31]([CH3:33])=[CH2:30])[CH2:19][C:18](=[O:20])[N:17]([C:21]2[C:26]([CH3:27])=[CH:25][CH:24]=[CH:23][C:22]=2[CH3:28])[CH2:16]1)=[O:14]. The catalyst class is: 1. (2) Reactant: Cl.[NH2:2][CH2:3][CH2:4][C:5]1[C:13]2[C:8](=[CH:9][CH:10]=[CH:11][CH:12]=2)[NH:7][CH:6]=1.CCN(CC)CC.[C:21](Cl)(=[O:31])[CH2:22][CH2:23][CH2:24][CH2:25][CH2:26][CH2:27][CH2:28][CH2:29][CH3:30]. Product: [C:21]([NH-:2])(=[O:31])[CH2:22][CH2:23][CH2:24][CH2:25][CH2:26][CH2:27][CH2:28][CH2:29][CH3:30].[NH2:2][CH2:3][CH2:4][C:5]1[C:13]2[C:8](=[CH:9][CH:10]=[CH:11][CH:12]=2)[NH:7][CH:6]=1. The catalyst class is: 2. (3) The catalyst class is: 70. Product: [C:1]([O:5][C:6]([N:8]([C:26]1[CH:31]=[CH:30][N:29]=[C:28]([C:44]2[CH:43]=[CH:42][CH:41]=[C:40]([O:39][CH2:38][C:37]([NH:36][CH:33]([CH3:35])[CH3:34])=[O:55])[CH:45]=2)[N:27]=1)[C:9]1[CH:10]=[C:11]2[C:15](=[CH:16][C:17]=1[F:18])[N:14]([C:19]([O:21][C:22]([CH3:25])([CH3:24])[CH3:23])=[O:20])[N:13]=[CH:12]2)=[O:7])([CH3:4])([CH3:3])[CH3:2]. Reactant: [C:1]([O:5][C:6]([N:8]([C:26]1[CH:31]=[CH:30][N:29]=[C:28](Cl)[N:27]=1)[C:9]1[CH:10]=[C:11]2[C:15](=[CH:16][C:17]=1[F:18])[N:14]([C:19]([O:21][C:22]([CH3:25])([CH3:24])[CH3:23])=[O:20])[N:13]=[CH:12]2)=[O:7])([CH3:4])([CH3:3])[CH3:2].[CH:33]([NH:36][C:37](=[O:55])[CH2:38][O:39][C:40]1[CH:45]=[CH:44][CH:43]=[C:42](B2OC(C)(C)C(C)(C)O2)[CH:41]=1)([CH3:35])[CH3:34].[F-].[Cs+]. (4) Reactant: [CH3:1][C@@H:2]([C@@H:10]1[C@@:14]2([CH3:29])[CH2:15][CH2:16][CH2:17]/[C:18](=[CH:19]\[CH:20]=[C:21]3\[CH2:22][C@@H:23]([OH:28])[CH2:24][CH2:25][C:26]\3=C)/[C@@H:13]2[CH2:12][CH2:11]1)/[CH:3]=[CH:4]/[C@@H](C(C)C)C.[BH4-].[Na+].[CH3:32][OH:33]. Product: [CH3:4][CH2:3][C@@H:2]([C@@H:10]1[C@@:14]2([CH3:29])[CH2:15][CH2:16][CH2:17]/[C:18](=[CH:19]\[CH:20]=[C:21]3[CH2:26][C@@H:32]([OH:33])[C:24](=[CH2:25])[C@H:23]([OH:28])[CH2:22]3)/[C@@H:13]2[CH2:12][CH2:11]1)[CH3:1]. The catalyst class is: 17.